The task is: Predict the product of the given reaction.. This data is from Forward reaction prediction with 1.9M reactions from USPTO patents (1976-2016). (1) Given the reactants [Cl:1][C:2]1[C:10]2[C:9]3[CH2:11][N:12]([CH2:21][C:22]([F:25])([F:24])[F:23])[C:13](=[O:20])[C@H:14]([CH2:16][C:17](O)=[O:18])[CH2:15][C:8]=3[CH:7]=[C:6]([Cl:26])[C:5]=2[NH:4][N:3]=1.C(N(CC)C(C)C)(C)C.CN(C(ON1N=NC2C=CC=CC1=2)=[N+](C)C)C.[B-](F)(F)(F)F.Cl.Cl.[NH:60]1[CH2:65][CH2:64][CH:63]([N:66]2[C:74]3[C:69](=[N:70][CH:71]=[CH:72][CH:73]=3)[NH:68][C:67]2=[O:75])[CH2:62][CH2:61]1, predict the reaction product. The product is: [Cl:1][C:2]1[C:10]2[C:9]3[CH2:11][N:12]([CH2:21][C:22]([F:25])([F:23])[F:24])[C:13](=[O:20])[C@H:14]([CH2:16][C:17](=[O:18])[N:60]4[CH2:61][CH2:62][CH:63]([N:66]5[C:74]6[C:69](=[N:70][CH:71]=[CH:72][CH:73]=6)[NH:68][C:67]5=[O:75])[CH2:64][CH2:65]4)[CH2:15][C:8]=3[CH:7]=[C:6]([Cl:26])[C:5]=2[NH:4][N:3]=1. (2) Given the reactants C(OC([N:8]([C:16]1[C:21]([F:22])=[C:20]([CH3:23])[CH:19]=[C:18](Br)[C:17]=1[CH3:25])C(=O)OC(C)(C)C)=O)(C)(C)C.CC([O-])=[O:28].[K+].B1(B2OC(C)(C)C(C)(C)O2)OC(C)(C)C(C)(C)O1.OO.[OH-].[Na+].Cl.O1CCOCC1, predict the reaction product. The product is: [NH2:8][C:16]1[C:17]([CH3:25])=[C:18]([OH:28])[CH:19]=[C:20]([CH3:23])[C:21]=1[F:22]. (3) Given the reactants F[C:2]1[CH:3]=C2[C:8](=[CH:9][CH:10]=1)[NH:7]C=C2.[H-].[Na+].Cl[CH2:14][N:15]1[CH2:19][CH:18]([CH2:20][CH2:21][CH3:22])[CH2:17][C:16]1=[O:23].[OH2:24].C[N:26]([CH:28]=O)[CH3:27], predict the reaction product. The product is: [O-:24][N+:26]1[CH:28]=[CH:3][CH:2]=[C:10]2[C:9]([CH2:14][N:15]3[CH2:19][CH:18]([CH2:20][CH2:21][CH3:22])[CH2:17][C:16]3=[O:23])=[CH:8][NH:7][C:27]=12. (4) Given the reactants C(N(CC)CC)C.[B-](F)(F)(F)F.CN(C(ON1C(=O)CCC1=O)=[N+](C)C)C.[N:28]1([CH2:34][C:35]2[CH:40]=[CH:39][C:38]([C:41]3[NH:58][C:44]4=[N:45][CH:46]=[CH:47][C:48]([C:49]([NH:51][C:52]5C=N[CH:55]=[CH:56][CH:57]=5)=[O:50])=[C:43]4[N:42]=3)=[CH:37][CH:36]=2)[CH2:33][CH2:32][O:31][CH2:30][CH2:29]1.[CH3:59][O:60][C:61]1[CH:62]=C(CN)C=C[CH:66]=1, predict the reaction product. The product is: [CH3:59][O:60][C:61]1[CH:66]=[C:57]([CH:56]=[CH:55][CH:62]=1)[CH2:52][NH:51][C:49]([C:48]1[CH:47]=[CH:46][N:45]=[C:44]2[NH:58][C:41]([C:38]3[CH:39]=[CH:40][C:35]([CH2:34][N:28]4[CH2:33][CH2:32][O:31][CH2:30][CH2:29]4)=[CH:36][CH:37]=3)=[N:42][C:43]=12)=[O:50]. (5) Given the reactants [O:1]1[C:5]2([CH:10]([C:11]([O:13]CC)=[O:12])[CH2:9][CH2:8][N:7]([C:16]([O:18][CH3:19])=[O:17])[CH2:6]2)[O:4][CH2:3][CH2:2]1.[OH-].[Ba+2].[OH-].Cl.[Cl-].[Na+], predict the reaction product. The product is: [CH3:19][O:18][C:16]([N:7]1[CH2:8][CH2:9][CH:10]([C:11]([OH:13])=[O:12])[C:5]2([O:1][CH2:2][CH2:3][O:4]2)[CH2:6]1)=[O:17]. (6) Given the reactants [Br:1][C:2]1[C:6]2[N:7]=[C:8]([C:30]3[CH:35]=[CH:34][N:33]=[CH:32][CH:31]=3)[N:9]=[C:10](OS(C3C(C(C)C)=CC(C(C)C)=CC=3C(C)C)(=O)=O)[C:5]=2[S:4][C:3]=1[CH3:36].[C:37]1([CH2:43][C@H:44]([NH2:47])[CH2:45][NH2:46])[CH:42]=[CH:41][CH:40]=[CH:39][CH:38]=1.CCN(CC)CC, predict the reaction product. The product is: [Br:1][C:2]1[C:6]2[N:7]=[C:8]([C:30]3[CH:31]=[CH:32][N:33]=[CH:34][CH:35]=3)[N:9]=[C:10]([NH:46][CH2:45][C@@H:44]([NH2:47])[CH2:43][C:37]3[CH:38]=[CH:39][CH:40]=[CH:41][CH:42]=3)[C:5]=2[S:4][C:3]=1[CH3:36].